This data is from Drug-target binding data from BindingDB using Ki measurements. The task is: Regression. Given a target protein amino acid sequence and a drug SMILES string, predict the binding affinity score between them. We predict pKi (pKi = -log10(Ki in M); higher means stronger inhibition). Dataset: bindingdb_ki. (1) The drug is CN(Cc1ccc(F)cc1)C(=O)c1cccn1C. The target protein (P21398) has sequence MESLQKTSDAGQMFDVVVIGGGISGLSAAKLLAEHEVNVLVLEARERVGGRTYTVRNEHVDYVDVGGAYVGPTQNRILRLSKQLGLETYKVNVNERLVHYVKGKTYPFRGAFPPVWNPIAYLDYNNLWRTMDNMGKEIPADAPWEAPHAVEWDKMTMKDLIEKICWTKTARQFASLFVNINVTSEPHEVSALWFLWYVKQCGGTTRIFSITNGGQERKFVGGSGQVSERIMQLLGDRVKLRSPVTYVDQSSENITVETLNRELYECRYVISAIPPTLTAKIHFRPELPSERNQLIQRLPMGAVIKCMMYYKEAFWKKKDYCGCMIIEDEEAPISITLDDTKPDGSLPAIMGFILARKADRLAKVHKDIRKRKICELYAKVLGSQEALHPVHYEEKNWCQEQYSGGCYTAYFPPGIMTQYGRVIRQPVGRIYFAGTETATQWSGYMEGAVEAGERAAREVLNALGKLSAKDIWIQEPEAEDVPAVEITPSFWERNLPSVSG.... The pKi is 6.4. (2) The compound is OC[C@H]1NC[C@H](O)[C@@H](O)[C@H]1O. The target protein sequence is LRNATQRMFEIDYSRDSFLKDGQPFRYTSGSIHYSRVPRFYWKDRLLKMKMAGLNAIQTYVPWNFHEPWPGQYQFSEDHDVEYFLRLAHELGLLVILRPGPYICAEWEMGGLPAWLLEKESILLRSSDPDYLAAVDKWLGVLLPKMKPLLYQNGGPVITVQVENEYGSYFACDFDYLRFLQKRFRHHLGDDVVLFTTDGAHKTFLKCGALQGLYTTVDFGTGSNITDAFLSQRKCEPKGPLINSEFYTGWLDHWGQPHSTIKTEAVASSLYDILARGASVNLYMFIGGTNFAYWNGANSPYAAQPTSYDYDAPLSEAGDLTEKYFALRNIIQKFEKVPEGPIPPSTPKFAYGKVTLEKLKTVGAALDILCPSGPIKSLYPLTFIQVKQHYGFVLYRTTLPQDCSNPAPLSSPLNGVHDRAYVAVDGIPQGVLERNNVITLNITGKAGATLDLLVENMGRVNYGAYINDFKGLVSNLTLSSNILTDWTIFPLDTEDAVRSH.... The pKi is 4.3. (3) The target protein (Q8TCC7) has sequence MTFSEILDRVGSMGHFQFLHVAILGLPILNMANHNLLQIFTAATPVHHCRPPHNASTGPWVLPMGPNGKPERCLRFVHPPNASLPNDTQRAMEPCLDGWVYNSTKDSIVTEWDLVCNSNKLKEMAQSIFMAGILIGGLVLGDLSDRFGRRPILTCSYLLLAASGSGAAFSPTFPIYMVFRFLCGFGISGITLSTVILNVEWVPTRMRAIMSTALGYCYTFGQFILPGLAYAIPQWRWLQLTVSIPFFVFFLSSWWTPESIRWLVLSGKSSKALKILRRVAVFNGKKEEGERLSLEELKLNLQKEISLAKAKYTASDLFRIPMLRRMTFCLSLAWFATGFAYYSLAMGVEEFGVNLYILQIIFGGVDVPAKFITILSLSYLGRHTTQAAALLLAGGAILALTFVPLDLQTVRTVLAVFGKGCLSSSFSCLFLYTSELYPTVIRQTGMGVSNLWTRVGSMVSPLVKITGEVQPFIPNIIYGITALLGGSAALFLPETLNQPL.... The pKi is 3.5. The small molecule is N=C(CCSCc1csc(N=C(N)N)n1)NS(N)(=O)=O. (4) The drug is CC(/C=C/c1ccccc1-c1cc(C(C)C)cc(C(C)C)c1OCCCF)=C\C(=O)O. The target protein sequence is MYESVEVGGLAPAPNPFLVVDFYNQNRACLLQEKGLPAPGPYSTPLRTPLWNGSNHSIETQSSSSEEIVPSPPSPPPLPRIYKPCFVCQDKSSGYHYGVSACEGCKGFFRRSIQKNMVYTCHRDKNCIINKVTRNRCQYCRLQKCFEVGMSKESVRNDRNKKKKETPKPECSESYTLTPEVGELIEKVRKAHQETFPALCQLGKYTTNNSSEQRVSLDIDLWDKFSELSTKCIIKTVEFAKQLPGFTTLTIADQITLLKAACLDILILRICTRYTPEQDTMTFSDGLTLNRTQMHNAGFGPLTDLVFAFANQLLPLEMDDAETGLLSAICLICGDRQDLEQPDKVDMLQEPLLEALKVYVRKRRPSRPHMFPKMLMKITDLRSISAKGAERVITLKMEIPGSMPPLIQEMLENSEGLDTLSGQSGGGTRDGGGLAPPPGSCSPSLSPSSHRSSPATQSP. The pKi is 5.1. (5) The small molecule is CNC(=O)c1ccc(C(F)(F)P(=O)(O)O)cc1. The target protein sequence is MSDPLHVTFVCTGNICRSPMAEKMFAQQLRHRGLGDAVRVTSAGTGNWHVGSCADERAAGVLRAHGYPTDHRAAQVGTEHLAADLLVALDRNHARLLRQLGVEAARVRMLRSFDPRSGTHALDVEDPYYGDHSDFEEVFAVIESALPGLHDWVDERLARNGPS. The pKi is 4.0.